Dataset: Reaction yield outcomes from USPTO patents with 853,638 reactions. Task: Predict the reaction yield, written as a fraction of the theoretical maximum amount of product (1.0 means a 100% yield; for example, 0.34 means a 34% yield). (1) The reactants are [C:1]1([C:7]2[CH:12]=[C:11]([C:13]([CH3:15])=[CH2:14])[CH:10]=[CH:9][N:8]=2)[CH:6]=[CH:5][CH:4]=[CH:3][CH:2]=1. The catalyst is [Pd].[Pt].CCO. The product is [C:1]1([C:7]2[CH:12]=[C:11]([CH:13]([CH3:15])[CH3:14])[CH:10]=[CH:9][N:8]=2)[CH:6]=[CH:5][CH:4]=[CH:3][CH:2]=1. The yield is 0.750. (2) The reactants are Cl[C:2]1[CH:18]=[CH:17][C:5]([C:6]([C:8]2[CH:16]=[CH:15][CH:14]=[CH:13][C:9]=2[C:10]([OH:12])=[O:11])=[O:7])=[CH:4][C:3]=1[N+:19]([O-:21])=[O:20].Cl.[OH-].[NH4+:24]. No catalyst specified. The product is [NH2:24][C:2]1[CH:18]=[CH:17][C:5]([C:6]([C:8]2[CH:16]=[CH:15][CH:14]=[CH:13][C:9]=2[C:10]([OH:12])=[O:11])=[O:7])=[CH:4][C:3]=1[N+:19]([O-:21])=[O:20]. The yield is 0.980.